This data is from Reaction yield outcomes from USPTO patents with 853,638 reactions. The task is: Predict the reaction yield, written as a fraction of the theoretical maximum amount of product (1.0 means a 100% yield; for example, 0.34 means a 34% yield). (1) The yield is 0.160. The catalyst is ClCCl. The reactants are [CH:1]([C:4]1[CH:9]=[C:8]([O:10][CH3:11])[C:7]([N:12]2[CH2:17][CH2:16][NH:15][CH2:14][CH2:13]2)=[CH:6][C:5]=1[OH:18])([CH3:3])[CH3:2].C(N(CC)CC)C.[CH3:26][S:27](Cl)(=[O:29])=[O:28]. The product is [CH:1]([C:4]1[CH:9]=[C:8]([O:10][CH3:11])[C:7]([N:12]2[CH2:13][CH2:14][N:15]([S:27]([CH3:26])(=[O:29])=[O:28])[CH2:16][CH2:17]2)=[CH:6][C:5]=1[OH:18])([CH3:3])[CH3:2]. (2) The reactants are [C:1]([C:6]1[CH:15]=[CH:14][C:9]([C:10]([O:12]C)=[O:11])=[CH:8][CH:7]=1)(=[O:5])[CH2:2][CH2:3][CH3:4].[OH-].[Na+]. The catalyst is O1CCCC1.CO. The product is [C:1]([C:6]1[CH:15]=[CH:14][C:9]([C:10]([OH:12])=[O:11])=[CH:8][CH:7]=1)(=[O:5])[CH2:2][CH2:3][CH3:4]. The yield is 0.650. (3) The reactants are [CH3:1][C:2]1[C:10]2[C:9](=[O:11])[N:8]([CH2:12][CH2:13][C:14]3[CH:19]=[CH:18][CH:17]=[CH:16][CH:15]=3)[C:7](=[O:20])[NH:6][C:5]=2[S:4][CH:3]=1.Br[CH2:22][C:23]1[CH:28]=[CH:27][C:26]([C:29]2[CH:34]=[CH:33][CH:32]=[CH:31][C:30]=2[C:35]2[N:39]=[C:38](C(Cl)(Cl)Cl)[O:37][N:36]=2)=[CH:25][CH:24]=1.C(=O)([O-])[O-:45].[K+].[K+].CN(C)C=O. The catalyst is C(OCC)(=O)C. The product is [CH3:1][C:2]1[C:10]2[C:9](=[O:11])[N:8]([CH2:12][CH2:13][C:14]3[CH:19]=[CH:18][CH:17]=[CH:16][CH:15]=3)[C:7](=[O:20])[N:6]([CH2:22][C:23]3[CH:28]=[CH:27][C:26]([C:29]4[CH:34]=[CH:33][CH:32]=[CH:31][C:30]=4[C:35]4[NH:39][C:38](=[O:45])[O:37][N:36]=4)=[CH:25][CH:24]=3)[C:5]=2[S:4][CH:3]=1. The yield is 0.460. (4) The reactants are [Cl:1][C:2]1[N:11]=[CH:10][C:9]2[N:8]([CH2:12][C:13]3[CH:20]=[CH:19][CH:18]=[CH:17][C:14]=3[C:15]#[N:16])[CH2:7][CH:6]3[CH2:21][O:22][CH2:23][CH2:24][N:5]3[C:4]=2[N:3]=1.S(=O)(=O)(O)[OH:26]. The catalyst is C(OCC)(=O)C. The product is [Cl:1][C:2]1[N:11]=[CH:10][C:9]2[N:8]([CH2:12][C:13]3[CH:20]=[CH:19][CH:18]=[CH:17][C:14]=3[C:15]([NH2:16])=[O:26])[CH2:7][CH:6]3[CH2:21][O:22][CH2:23][CH2:24][N:5]3[C:4]=2[N:3]=1. The yield is 0.990. (5) The reactants are [C@H]1(N)CC[C@H](N)CC1.C(OC(OC(C)(C)C)=O)(OC(C)(C)C)=O.O.[C:25]([O:29][C:30](=[O:46])[NH:31][C@H:32]1[CH2:37][CH2:36][C@H:35]([NH:38][C:39]([O:41][C:42]([CH3:45])([CH3:44])[CH3:43])=[O:40])[CH2:34][CH2:33]1)([CH3:28])([CH3:27])[CH3:26]. The catalyst is C(Cl)Cl.C(#N)C. The product is [C:25]([O:29][C:30](=[O:46])[NH:31][C@H:32]1[CH2:37][CH2:36][C@@H:35]([NH:38][C:39]([O:41][C:42]([CH3:45])([CH3:44])[CH3:43])=[O:40])[CH2:34][CH2:33]1)([CH3:28])([CH3:27])[CH3:26]. The yield is 0.360.